From a dataset of Drug-target binding data from BindingDB using IC50 measurements. Regression. Given a target protein amino acid sequence and a drug SMILES string, predict the binding affinity score between them. We predict pIC50 (pIC50 = -log10(IC50 in M); higher means more potent). Dataset: bindingdb_ic50. (1) The compound is CSc1nc(-c2ccc(C)cc2)nc(C(Cl)Cl)n1. The target protein (P50591) has sequence MAMMEVQGGPSLGQTCVLIVIFTVLLQSLCVAVTYVYFTNELKQMQDKYSKSGIACFLKEDDSYWDPNDEESMNSPCWQVKWQLRQLVRKMILRTSEETISTVQEKQQNISPLVRERGPQRVAAHITGTRGRSNTLSSPNSKNEKALGRKINSWESSRSGHSFLSNLHLRNGELVIHEKGFYYIYSQTYFRFQEEIKENTKNDKQMVQYIYKYTSYPDPILLMKSARNSCWSKDAEYGLYSIYQGGIFELKENDRIFVSVTNEHLIDMDHEASFFGAFLVG. The pIC50 is 5.5. (2) The small molecule is CC1(C)N=C(c2ccc(-c3c[nH]c4ccccc34)cc2F)N(CC2CN(C(=O)C3CC3)C2)C1=O. The target protein (Q96JD6) has sequence MGDIPAVGLSSWKASPGKVTEAVKEAIDAGYRHFDCAYFYHNEREVGAGIRCKIKEGAVRREDLFIATKLWCTCHKKSLVETACRKSLKALKLNYLDLYLIHWPMGFKPPHPEWIMSCSELSFCLSHPRVQDLPLDESNMVIPSDTDFLDTWEAMEDLVITGLVKNIGVSNFNHEQLERLLNKPGLRFKPLTNQIECHPYLTQKNLISFCQSRDVSVTAYRPLGGSCEGVDLIDNPVIKRIAKEHGKSPAQILIRFQIQRNVIVIPGSITPSHIKENIQVFDFELTQHDMDNILSLNRNLRLAMFPITKNHKDYPFHIEY. The pIC50 is 6.3.